Dataset: NCI-60 drug combinations with 297,098 pairs across 59 cell lines. Task: Regression. Given two drug SMILES strings and cell line genomic features, predict the synergy score measuring deviation from expected non-interaction effect. (1) Drug 1: C1=NC2=C(N=C(N=C2N1C3C(C(C(O3)CO)O)O)F)N. Drug 2: CNC(=O)C1=NC=CC(=C1)OC2=CC=C(C=C2)NC(=O)NC3=CC(=C(C=C3)Cl)C(F)(F)F. Cell line: A498. Synergy scores: CSS=-0.637, Synergy_ZIP=4.86, Synergy_Bliss=-1.21, Synergy_Loewe=-5.71, Synergy_HSA=-2.79. (2) Drug 1: CCC1(CC2CC(C3=C(CCN(C2)C1)C4=CC=CC=C4N3)(C5=C(C=C6C(=C5)C78CCN9C7C(C=CC9)(C(C(C8N6C)(C(=O)OC)O)OC(=O)C)CC)OC)C(=O)OC)O.OS(=O)(=O)O. Drug 2: CC1=C2C(C(=O)C3(C(CC4C(C3C(C(C2(C)C)(CC1OC(=O)C(C(C5=CC=CC=C5)NC(=O)OC(C)(C)C)O)O)OC(=O)C6=CC=CC=C6)(CO4)OC(=O)C)O)C)O. Cell line: SF-268. Synergy scores: CSS=5.81, Synergy_ZIP=-0.850, Synergy_Bliss=-0.618, Synergy_Loewe=-4.72, Synergy_HSA=-4.20.